From a dataset of Reaction yield outcomes from USPTO patents with 853,638 reactions. Predict the reaction yield, written as a fraction of the theoretical maximum amount of product (1.0 means a 100% yield; for example, 0.34 means a 34% yield). (1) The reactants are [C@@H:1]1([N:9]2[C:18]3[N:17]=[CH:16][N:15]=[C:13]([NH2:14])[C:12]=3[N:11]=[CH:10]2)[O:8][C@H:5]([CH2:6][OH:7])[C@@H:3]([OH:4])[CH2:2]1.[Br:19]Br.S(S([O-])=O)([O-])(=O)=O.[Na+].[Na+].[OH-].[Na+]. The catalyst is C([O-])(=O)C.[Na+]. The product is [Br:19][C:10]1[N:9]([C:18]2[N:17]=[CH:16][N:15]=[C:13]([NH2:14])[C:12]=2[N:11]=1)[C@@H:1]1[O:8][C@H:5]([CH2:6][OH:7])[C@@H:3]([OH:4])[CH2:2]1. The yield is 0.640. (2) The reactants are [Br:1][C:2]1[CH:3]=[C:4]([NH:10][C:11]2[N:16]=[CH:15][C:14]([C:17]3[CH2:22][CH2:21][N:20](C(OC(C)(C)C)=O)[CH2:19][CH:18]=3)=[CH:13][CH:12]=2)[C:5](=[O:9])[N:6]([CH3:8])[CH:7]=1. The catalyst is Cl.O1CCOCC1. The product is [Br:1][C:2]1[CH:3]=[C:4]([NH:10][C:11]2[CH:12]=[CH:13][C:14]([C:17]3[CH2:22][CH2:21][NH:20][CH2:19][CH:18]=3)=[CH:15][N:16]=2)[C:5](=[O:9])[N:6]([CH3:8])[CH:7]=1. The yield is 0.840. (3) The reactants are Cl[C:2]1[N:7]([CH2:8][C:9]2[CH:16]=[CH:15][CH:14]=[CH:13][C:10]=2[C:11]#[N:12])[C:6](=[O:17])[NH:5][C:4](=[O:18])[CH:3]=1.[H-].[Na+].[Li+].[Br-].[C:23]([C:25]1[CH:26]=[C:27]([CH:30]=[CH:31][CH:32]=1)[CH2:28]Br)#[N:24].Cl.Cl.[NH2:35][C@@H:36]1[CH2:41][CH2:40][CH2:39][NH:38][CH2:37]1.C(=O)(O)[O-].[Na+]. The catalyst is COCCOC.CN(C=O)C. The product is [NH2:35][C@@H:36]1[CH2:41][CH2:40][CH2:39][N:38]([C:2]2[N:7]([CH2:8][C:9]3[CH:16]=[CH:15][CH:14]=[CH:13][C:10]=3[C:11]#[N:12])[C:6](=[O:17])[N:5]([CH2:28][C:27]3[CH:30]=[CH:31][CH:32]=[C:25]([C:23]#[N:24])[CH:26]=3)[C:4](=[O:18])[CH:3]=2)[CH2:37]1. The yield is 0.840. (4) The reactants are [C:1]1([C:39]2[CH:44]=[CH:43][CH:42]=[CH:41][CH:40]=2)[CH:6]=[CH:5][C:4]([N:7]([C:27]2[CH:32]=[CH:31][C:30]([C:33]3[CH:38]=[CH:37][CH:36]=[CH:35][CH:34]=3)=[CH:29][CH:28]=2)[C:8]2[CH:13]=[CH:12][C:11]([C:14]3[CH:19]=[CH:18][C:17]([NH:20][C:21]4[CH:26]=[CH:25][CH:24]=[CH:23][CH:22]=4)=[CH:16][CH:15]=3)=[CH:10][CH:9]=2)=[CH:3][CH:2]=1.I[C:46]1[CH:51]=[CH:50][C:49]([C:52]2[CH:57]=[CH:56][C:55]([C:58]3[CH:63]=[CH:62][C:61](I)=[CH:60][CH:59]=3)=[CH:54][CH:53]=2)=[CH:48][CH:47]=1.C(=O)([O-])[O-].[K+].[K+].[CH3:71][CH2:72][CH2:73][CH2:74][CH2:75][CH2:76][CH2:77][CH2:78][CH2:79][CH2:80][CH2:81][CH3:82]. The catalyst is C1(C)C=CC=CC=1.[Cu].C(OCC)(=O)C. The product is [C:30]1([C:33]2[CH:38]=[CH:37][CH:36]=[CH:35][CH:34]=2)[CH:31]=[CH:32][C:27]([N:7]([C:4]2[CH:3]=[CH:2][C:1]([C:39]3[CH:40]=[CH:41][CH:42]=[CH:43][CH:44]=3)=[CH:6][CH:5]=2)[C:8]2[CH:9]=[CH:10][C:11]([C:14]3[CH:19]=[CH:18][C:17]([N:20]([C:21]4[CH:26]=[CH:25][CH:24]=[CH:23][CH:22]=4)[C:46]4[CH:51]=[CH:50][C:49]([C:52]5[CH:57]=[CH:56][C:55]([C:58]6[CH:63]=[CH:62][C:61]([N:20]([C:80]7[CH:81]=[CH:82][C:77]([C:76]8[CH:71]=[CH:72][C:73]([N:7]([C:8]9[CH:9]=[CH:10][C:11]([C:14]%10[CH:19]=[CH:18][CH:17]=[CH:16][CH:15]=%10)=[CH:12][CH:13]=9)[C:4]9[CH:5]=[CH:6][C:1]([C:39]%10[CH:44]=[CH:43][CH:42]=[CH:41][CH:40]=%10)=[CH:2][CH:3]=9)=[CH:74][CH:75]=8)=[CH:78][CH:79]=7)[C:21]7[CH:26]=[CH:25][CH:24]=[CH:23][CH:22]=7)=[CH:60][CH:59]=6)=[CH:54][CH:53]=5)=[CH:48][CH:47]=4)=[CH:16][CH:15]=3)=[CH:12][CH:13]=2)=[CH:28][CH:29]=1. The yield is 0.659. (5) The reactants are C([Li])CCC.Br[C:7]1[CH:12]=[CH:11][C:10]([C:13]2[CH:17]=[C:16]([CH3:18])[NH:15][N:14]=2)=[CH:9][CH:8]=1.C([O:22][B:23](OC(C)C)[O:24]C(C)C)(C)C. The catalyst is O1CCCC1. The product is [CH3:18][C:16]1[NH:15][N:14]=[C:13]([C:10]2[CH:11]=[CH:12][C:7]([B:23]([OH:24])[OH:22])=[CH:8][CH:9]=2)[CH:17]=1. The yield is 0.570. (6) The reactants are [Cl:1][C:2]1[C:3]([CH3:26])=[C:4]([C:23](=[O:25])[CH3:24])[C:5]([OH:22])=[C:6]([O:10][CH2:11][CH2:12][CH:13]([C:15]2[CH:20]=[CH:19][C:18]([F:21])=[CH:17][CH:16]=2)[CH3:14])[C:7]=1[O:8][CH3:9].[Br:27][CH2:28][CH2:29]Br. No catalyst specified. The product is [Br:27][CH2:28][CH2:29][O:22][C:5]1[C:6]([O:10][CH2:11][CH2:12][CH:13]([C:15]2[CH:20]=[CH:19][C:18]([F:21])=[CH:17][CH:16]=2)[CH3:14])=[C:7]([O:8][CH3:9])[C:2]([Cl:1])=[C:3]([CH3:26])[C:4]=1[C:23](=[O:25])[CH3:24]. The yield is 1.00. (7) The reactants are [ClH:1].O1CCOCC1.C(OC([NH:15][CH:16]([C:47]1[CH:52]=[CH:51][CH:50]=[CH:49][CH:48]=1)[C:17]1[CH:18]=[C:19]([CH:44]=[CH:45][CH:46]=1)[O:20][CH2:21][C:22]1[O:26][N:25]=[C:24]([C:27]2[CH:43]=[CH:42][C:30]([C:31]([O:33][CH2:34][CH2:35][CH2:36][CH:37]3[O:41][CH2:40][CH2:39][O:38]3)=[O:32])=[CH:29][CH:28]=2)[N:23]=1)=O)(C)(C)C. The yield is 1.00. No catalyst specified. The product is [ClH:1].[NH2:15][CH:16]([C:47]1[CH:52]=[CH:51][CH:50]=[CH:49][CH:48]=1)[C:17]1[CH:18]=[C:19]([CH:44]=[CH:45][CH:46]=1)[O:20][CH2:21][C:22]1[O:26][N:25]=[C:24]([C:27]2[CH:28]=[CH:29][C:30]([C:31]([O:33][CH2:34][CH2:35][CH2:36][CH:37]3[O:38][CH2:39][CH2:40][O:41]3)=[O:32])=[CH:42][CH:43]=2)[N:23]=1. (8) The reactants are C[O:2][C:3]([CH:5]1[CH2:10][CH2:9][CH2:8][N:7]2[C:11]([C:22]3[CH:27]=[CH:26][N:25]=[C:24]([O:28][C:29]4[CH:34]=[CH:33][CH:32]=[CH:31][CH:30]=4)[N:23]=3)=[C:12]([C:15]3[CH:20]=[CH:19][C:18]([F:21])=[CH:17][CH:16]=3)[C:13](=[O:14])[N:6]12)=[O:4].O.[Li+].[OH-]. The catalyst is CO. The product is [F:21][C:18]1[CH:19]=[CH:20][C:15]([C:12]2[C:13](=[O:14])[N:6]3[CH:5]([C:3]([OH:4])=[O:2])[CH2:10][CH2:9][CH2:8][N:7]3[C:11]=2[C:22]2[CH:27]=[CH:26][N:25]=[C:24]([O:28][C:29]3[CH:30]=[CH:31][CH:32]=[CH:33][CH:34]=3)[N:23]=2)=[CH:16][CH:17]=1. The yield is 0.630. (9) The reactants are [OH:1][C:2]([CH3:35])([CH3:34])[CH2:3][C@@:4]1([C:28]2[CH:33]=[CH:32][CH:31]=[CH:30][CH:29]=2)[O:9][C:8](=[O:10])[N:7]([C@H:11]([C:13]2[CH:18]=[CH:17][C:16](B3OC(C)(C)C(C)(C)O3)=[CH:15][CH:14]=2)[CH3:12])[CH2:6][CH2:5]1.Br[C:37]1[CH:38]=[CH:39][C:40](=[O:44])[N:41]([CH3:43])[CH:42]=1. The catalyst is O1CCOCC1.Cl[Pd](Cl)([P](C1C=CC=CC=1)(C1C=CC=CC=1)C1C=CC=CC=1)[P](C1C=CC=CC=1)(C1C=CC=CC=1)C1C=CC=CC=1. The product is [OH:1][C:2]([CH3:34])([CH3:35])[CH2:3][C@@:4]1([C:28]2[CH:33]=[CH:32][CH:31]=[CH:30][CH:29]=2)[O:9][C:8](=[O:10])[N:7]([C@H:11]([C:13]2[CH:14]=[CH:15][C:16]([C:37]3[CH:38]=[CH:39][C:40](=[O:44])[N:41]([CH3:43])[CH:42]=3)=[CH:17][CH:18]=2)[CH3:12])[CH2:6][CH2:5]1. The yield is 0.350. (10) The reactants are [C:1]1([S:7]([N:10]2[C:14]3=[N:15][CH:16]=[C:17]([CH:19]([OH:22])[CH2:20][OH:21])[CH:18]=[C:13]3[CH:12]=[CH:11]2)(=[O:9])=[O:8])[CH:6]=[CH:5][CH:4]=[CH:3][CH:2]=1.[C:23]1(C)[CH:28]=CC(S(O)(=O)=O)=C[CH:24]=1.COC(OC)(C)C. The catalyst is ClCCl. The product is [C:1]1([S:7]([N:10]2[C:14]3=[N:15][CH:16]=[C:17]([CH:19]4[CH2:20][O:21][C:23]([CH3:28])([CH3:24])[O:22]4)[CH:18]=[C:13]3[CH:12]=[CH:11]2)(=[O:9])=[O:8])[CH:2]=[CH:3][CH:4]=[CH:5][CH:6]=1. The yield is 0.850.